From a dataset of Peptide-MHC class I binding affinity with 185,985 pairs from IEDB/IMGT. Regression. Given a peptide amino acid sequence and an MHC pseudo amino acid sequence, predict their binding affinity value. This is MHC class I binding data. (1) The peptide sequence is QTHFPQFYW. The MHC is HLA-A69:01 with pseudo-sequence HLA-A69:01. The binding affinity (normalized) is 0.0847. (2) The peptide sequence is GPGAGSLQPL. The MHC is HLA-A11:01 with pseudo-sequence HLA-A11:01. The binding affinity (normalized) is 0.202. (3) The binding affinity (normalized) is 0.0847. The MHC is HLA-A01:01 with pseudo-sequence HLA-A01:01. The peptide sequence is RIYKTIKQY. (4) The peptide sequence is AENLWVTVY. The MHC is HLA-A02:02 with pseudo-sequence HLA-A02:02. The binding affinity (normalized) is 0. (5) The peptide sequence is TGTFEFTSF. The MHC is Mamu-A02 with pseudo-sequence Mamu-A02. The binding affinity (normalized) is 0.660.